Task: Predict the reaction yield, written as a fraction of the theoretical maximum amount of product (1.0 means a 100% yield; for example, 0.34 means a 34% yield).. Dataset: Reaction yield outcomes from USPTO patents with 853,638 reactions (1) The reactants are [Li+].[OH-].[Br:3][C:4]1[C:5]([S:13][C:14]2[N:15]([CH3:29])[C:16]([N:22](C(=O)C)[C:23](=[O:25])[CH3:24])=[C:17]([C:19]([NH2:21])=[O:20])[N:18]=2)=[CH:6][C:7]2[O:11][CH2:10][O:9][C:8]=2[CH:12]=1.O.Cl. The catalyst is C1COCC1.CO. The product is [C:23]([NH:22][C:16]1[N:15]([CH3:29])[C:14]([S:13][C:5]2[C:4]([Br:3])=[CH:12][C:8]3[O:9][CH2:10][O:11][C:7]=3[CH:6]=2)=[N:18][C:17]=1[C:19]([NH2:21])=[O:20])(=[O:25])[CH3:24]. The yield is 0.700. (2) The reactants are [CH2:1]([O:3][C:4](=[O:22])[CH2:5][NH:6][CH2:7][CH2:8][NH:9][S:10]([C:13]1[S:14][C:15]2[CH:21]=[CH:20][CH:19]=[CH:18][C:16]=2[N:17]=1)(=[O:12])=[O:11])[CH3:2].[CH3:23][O:24][C:25]1[CH:26]=[C:27]([CH:44]=[CH:45][C:46]=1[O:47][CH3:48])[CH2:28][O:29][C:30]([NH:32][C:33]1[CH:38]=[CH:37][N:36]([CH2:39][C:40](O)=[O:41])[C:35](=[O:43])[N:34]=1)=[O:31]. No catalyst specified. The product is [CH2:1]([O:3][C:4](=[O:22])[CH2:5][N:6]([CH2:7][CH2:8][NH:9][S:10]([C:13]1[S:14][C:15]2[CH:21]=[CH:20][CH:19]=[CH:18][C:16]=2[N:17]=1)(=[O:12])=[O:11])[C:40](=[O:41])[CH2:39][N:36]1[CH:37]=[CH:38][C:33]([NH:32][C:30]([O:29][CH2:28][C:27]2[CH:44]=[CH:45][C:46]([O:47][CH3:48])=[C:25]([O:24][CH3:23])[CH:26]=2)=[O:31])=[N:34][C:35]1=[O:43])[CH3:2]. The yield is 0.810. (3) The reactants are [CH2:1]([C:3]1[CH:8]=[C:7]([CH3:9])[CH:6]=[C:5]([CH2:10][CH3:11])[C:4]=1[C:12]1[C:13](=[O:32])[N:14]([CH3:31])[N:15]=[C:16]([CH2:26][O:27]COC)[C:17]=1[O:18][CH2:19][C:20]1[CH:25]=[CH:24][CH:23]=[CH:22][CH:21]=1)[CH3:2].Cl.O.[OH-].[Na+]. The catalyst is CO. The product is [CH2:1]([C:3]1[CH:8]=[C:7]([CH3:9])[CH:6]=[C:5]([CH2:10][CH3:11])[C:4]=1[C:12]1[C:13](=[O:32])[N:14]([CH3:31])[N:15]=[C:16]([CH2:26][OH:27])[C:17]=1[O:18][CH2:19][C:20]1[CH:25]=[CH:24][CH:23]=[CH:22][CH:21]=1)[CH3:2]. The yield is 0.850. (4) The reactants are Cl[C:2]1[CH:7]=[C:6]([NH2:8])[CH:5]=[CH:4][N:3]=1.[CH3:9][N:10](C=O)C. The catalyst is [C-]#N.[C-]#N.[Zn+2].C1C=CC([P]([Pd]([P](C2C=CC=CC=2)(C2C=CC=CC=2)C2C=CC=CC=2)([P](C2C=CC=CC=2)(C2C=CC=CC=2)C2C=CC=CC=2)[P](C2C=CC=CC=2)(C2C=CC=CC=2)C2C=CC=CC=2)(C2C=CC=CC=2)C2C=CC=CC=2)=CC=1. The product is [NH2:8][C:6]1[CH:5]=[CH:4][N:3]=[C:2]([C:9]#[N:10])[CH:7]=1. The yield is 0.200. (5) The reactants are CCN(C(C)C)C(C)C.OC(C(F)(F)F)=O.[NH2:17][CH2:18][C:19]([N:21]1[CH2:26][CH2:25][N:24]([C:27](=[O:38])[C:28]2[CH:33]=[CH:32][CH:31]=[CH:30][C:29]=2[C:34]([F:37])([F:36])[F:35])[CH2:23][CH2:22]1)=[O:20].C1C=CC2N(O)N=NC=2C=1.CCN=C=NCCCN(C)C.Cl.[C:61]1([N:67]2[CH2:72][CH2:71][CH:70]([C:73](O)=[O:74])[CH2:69][CH2:68]2)[CH:66]=[CH:65][CH:64]=[CH:63][CH:62]=1. The catalyst is CN(C=O)C.O. The product is [O:20]=[C:19]([N:21]1[CH2:22][CH2:23][N:24]([C:27](=[O:38])[C:28]2[CH:33]=[CH:32][CH:31]=[CH:30][C:29]=2[C:34]([F:37])([F:35])[F:36])[CH2:25][CH2:26]1)[CH2:18][NH:17][C:73]([CH:70]1[CH2:69][CH2:68][N:67]([C:61]2[CH:66]=[CH:65][CH:64]=[CH:63][CH:62]=2)[CH2:72][CH2:71]1)=[O:74]. The yield is 0.290. (6) The reactants are [CH2:1]([N:8]1[C:16]2[C:11](=[C:12]([C:17]3[CH:26]=[C:25]4[C:20]([CH:21]=[CH:22][CH:23]=[N:24]4)=[C:19](Cl)[N:18]=3)[CH:13]=[CH:14][CH:15]=2)[CH:10]=[CH:9]1)[C:2]1[CH:7]=[CH:6][CH:5]=[CH:4][CH:3]=1.[NH:28]1[CH2:33][CH2:32][O:31][CH2:30][CH2:29]1. No catalyst specified. The product is [CH2:1]([N:8]1[C:16]2[C:11](=[C:12]([C:17]3[CH:26]=[C:25]4[C:20]([CH:21]=[CH:22][CH:23]=[N:24]4)=[C:19]([N:28]4[CH2:33][CH2:32][O:31][CH2:30][CH2:29]4)[N:18]=3)[CH:13]=[CH:14][CH:15]=2)[CH:10]=[CH:9]1)[C:2]1[CH:7]=[CH:6][CH:5]=[CH:4][CH:3]=1. The yield is 0.910. (7) The reactants are Cl[C:2]1[N:7]=[C:6]([C:8]2[CH:13]=[CH:12][CH:11]=[CH:10][CH:9]=2)[N:5]=[C:4]([NH:14][C:15]2[NH:16][N:17]=[C:18]([CH:20]3[CH2:22][CH2:21]3)[CH:19]=2)[N:3]=1.C(OC([N:30]1[C:38]2[C:33](=[CH:34][CH:35]=[C:36]([NH2:39])[CH:37]=2)[C:32](=[O:40])[NH:31]1)=O)(C)(C)C.FC(F)(F)C(O)=O. The catalyst is C(O)CCC.ClCCl. The product is [CH:20]1([C:18]2[CH:19]=[C:15]([NH:14][C:4]3[N:5]=[C:6]([C:8]4[CH:13]=[CH:12][CH:11]=[CH:10][CH:9]=4)[N:7]=[C:2]([NH:39][C:36]4[CH:37]=[C:38]5[C:33]([C:32](=[O:40])[NH:31][NH:30]5)=[CH:34][CH:35]=4)[N:3]=3)[NH:16][N:17]=2)[CH2:22][CH2:21]1. The yield is 0.394.